From a dataset of Choline transporter screen with 302,306 compounds. Binary Classification. Given a drug SMILES string, predict its activity (active/inactive) in a high-throughput screening assay against a specified biological target. (1) The drug is O=C1Nc2n(Cc3ccccc3)c(=O)n(c(=O)c2C1CC(=O)NCc1ccc(cc1)C)C. The result is 0 (inactive). (2) The drug is n12c(Nc3ccccc3)c(nc1c(ccc2)C)c1ncccc1. The result is 0 (inactive). (3) The drug is s1c(CN(C(c2n(nnn2)C2CCCC2)CC)Cc2cc3c([nH]c2=O)ccc(c3)C)ccc1. The result is 0 (inactive). (4) The compound is S=C(N(CC1CCC(CC1)C(O)=O)Cc1ccc(OC)cc1)Nc1c(cccc1)C. The result is 0 (inactive).